Dataset: Forward reaction prediction with 1.9M reactions from USPTO patents (1976-2016). Task: Predict the product of the given reaction. (1) Given the reactants [CH3:1][S:2]([C:5]1[CH:6]=[C:7]([CH:10]=[CH:11][CH:12]=1)[CH2:8][NH2:9])(=[O:4])=[O:3].Cl[C:14]1[N:19]=[C:18]([Cl:20])[N:17]=[C:16]2[N:21]([CH3:24])[N:22]=[CH:23][C:15]=12, predict the reaction product. The product is: [Cl:20][C:18]1[N:17]=[C:16]2[N:21]([CH3:24])[N:22]=[CH:23][C:15]2=[C:14]([NH:9][CH2:8][C:7]2[CH:10]=[CH:11][CH:12]=[C:5]([S:2]([CH3:1])(=[O:3])=[O:4])[CH:6]=2)[N:19]=1. (2) Given the reactants [Cl:1][C:2]1[CH:6]=[C:5]([Cl:7])[N:4]([CH2:8][C:9]([OH:11])=O)[N:3]=1.C(Cl)(=O)C(Cl)=O.Cl.[CH3:19][N:20]([C@H:34]1[C:43]2[C:38](=[CH:39][CH:40]=[CH:41][CH:42]=2)[CH2:37][CH2:36][CH2:35]1)[C:21]([C:23]1[N:24]=[C:25]([CH:28]2[CH2:33][CH2:32][NH:31][CH2:30][CH2:29]2)[S:26][CH:27]=1)=[O:22].C(N(CC)CC)C.C(=O)([O-])[O-].[K+].[K+], predict the reaction product. The product is: [Cl:1][C:2]1[CH:6]=[C:5]([Cl:7])[N:4]([CH2:8][C:9]([N:31]2[CH2:32][CH2:33][CH:28]([C:25]3[S:26][CH:27]=[C:23]([C:21]([N:20]([CH3:19])[C@H:34]4[C:43]5[C:38](=[CH:39][CH:40]=[CH:41][CH:42]=5)[CH2:37][CH2:36][CH2:35]4)=[O:22])[N:24]=3)[CH2:29][CH2:30]2)=[O:11])[N:3]=1. (3) Given the reactants [CH2:1]([O:8][C:9]([NH:11][C:12]1[C:13]2[CH2:19][N:18](C(OC(C)(C)C)=O)[CH2:17][C:14]=2[NH:15][N:16]=1)=[O:10])[C:2]1[CH:7]=[CH:6][CH:5]=[CH:4][CH:3]=1.ClCCl.FC(F)(F)C(O)=O, predict the reaction product. The product is: [NH:15]1[C:14]2[CH2:17][NH:18][CH2:19][C:13]=2[C:12]([NH:11][C:9](=[O:10])[O:8][CH2:1][C:2]2[CH:3]=[CH:4][CH:5]=[CH:6][CH:7]=2)=[N:16]1. (4) The product is: [CH3:25][O:37][C:28]([C@H:29]1[N:30]([C:2]2[CH:23]=[CH:22][C:5]([CH2:6][N:7]3[C@@H:12]([CH3:13])[CH2:11][CH2:10][C@H:9]([C:14]4[CH:19]=[CH:18][CH:17]=[CH:16][CH:15]=4)[S:8]3(=[O:21])=[O:20])=[C:4]([F:24])[CH:3]=2)[CH2:31][CH2:32][C:33]2([O:35][CH2:44][CH2:38][O:41]2)[CH2:34]1)=[O:36]. Given the reactants Br[C:2]1[CH:23]=[CH:22][C:5]([CH2:6][N:7]2[C@@H:12]([CH3:13])[CH2:11][CH2:10][C@H:9]([C:14]3[CH:19]=[CH:18][CH:17]=[CH:16][CH:15]=3)[S:8]2(=[O:21])=[O:20])=[C:4]([F:24])[CH:3]=1.[CH2:25]1[O:37][C:28]([OH:36])([C@@H:29]2[CH2:34][C:33](=[O:35])[CH2:32][CH2:31][NH:30]2)OC1.[C:38]([O-:41])([O-])=O.[K+].[K+].[CH3:44][Si](C=[N+]=[N-])(C)C, predict the reaction product. (5) Given the reactants [Cl:1][C:2]1[CH:7]=[CH:6][C:5]([C:8]2[C:17]3[C:12](=[CH:13][CH:14]=[C:15]([C:18]([OH:20])=O)[CH:16]=3)[CH:11]=[N:10][CH:9]=2)=[CH:4][CH:3]=1.F[B-](F)(F)F.N1(OC(N(C)C)=[N+](C)C)C2C=CC=CC=2N=N1.C(N(CC)C(C)C)(C)C.[CH3:52][N:53]1[CH2:58][CH2:57][NH:56][CH2:55][CH2:54]1, predict the reaction product. The product is: [Cl:1][C:2]1[CH:3]=[CH:4][C:5]([C:8]2[C:17]3[C:12](=[CH:13][CH:14]=[C:15]([C:18]([N:56]4[CH2:57][CH2:58][N:53]([CH3:52])[CH2:54][CH2:55]4)=[O:20])[CH:16]=3)[CH:11]=[N:10][CH:9]=2)=[CH:6][CH:7]=1. (6) Given the reactants [CH:1]1([N:4]2[C:12]3[C:7](=[CH:8][CH:9]=[C:10]([O:13]C)[CH:11]=3)[C:6]([C:15]#[N:16])=[CH:5]2)[CH2:3][CH2:2]1.B(Br)(Br)Br.C([O-])(O)=O.[Na+], predict the reaction product. The product is: [CH:1]1([N:4]2[C:12]3[C:7](=[CH:8][CH:9]=[C:10]([OH:13])[CH:11]=3)[C:6]([C:15]#[N:16])=[CH:5]2)[CH2:3][CH2:2]1. (7) Given the reactants [C:1]([CH2:3][CH2:4][C:5]([O:7][CH3:8])=[O:6])#[N:2].C[Si]([N:13]=[N+:14]=[N-:15])(C)C.C([Sn](=O)CCCC)CCC, predict the reaction product. The product is: [CH3:8][O:7][C:5](=[O:6])[CH2:4][CH2:3][C:1]1[N:2]=[N:13][NH:14][N:15]=1. (8) The product is: [F:1][C:2]1[CH:28]=[CH:27][C:5]([CH2:6][S:7][C:8]2[O:12][C:11]([C:13]3[CH:18]=[CH:17][N:16]=[C:15]([NH2:19])[CH:14]=3)=[N:10][N:9]=2)=[CH:4][CH:3]=1. Given the reactants [F:1][C:2]1[CH:28]=[CH:27][C:5]([CH2:6][S:7][C:8]2[O:12][C:11]([C:13]3[CH:18]=[CH:17][N:16]=[C:15]([NH:19]C(=O)OC(C)(C)C)[CH:14]=3)=[N:10][N:9]=2)=[CH:4][CH:3]=1.FC(F)(F)C(O)=O.[OH-].[Na+], predict the reaction product. (9) Given the reactants [Cl:1][C:2]1[N:7]=[C:6](Cl)[C:5]([N+:9]([O-:11])=[O:10])=[C:4](Cl)[N:3]=1.[CH3:13][C:14]1[NH:18][N:17]=[C:16]([NH2:19])[CH:15]=1.CCN(C(C)C)C(C)C.[NH2:29][C:30]1[CH:35]=[CH:34][O:33][CH2:32][CH:31]=1, predict the reaction product. The product is: [Cl:1][C:2]1[N:7]=[C:6]([NH:19][C:16]2[CH:15]=[C:14]([CH3:13])[NH:18][N:17]=2)[C:5]([N+:9]([O-:11])=[O:10])=[C:4]([NH:29][CH:30]2[CH2:35][CH2:34][O:33][CH2:32][CH2:31]2)[N:3]=1.